Dataset: NCI-60 drug combinations with 297,098 pairs across 59 cell lines. Task: Regression. Given two drug SMILES strings and cell line genomic features, predict the synergy score measuring deviation from expected non-interaction effect. (1) Drug 1: C#CCC(CC1=CN=C2C(=N1)C(=NC(=N2)N)N)C3=CC=C(C=C3)C(=O)NC(CCC(=O)O)C(=O)O. Drug 2: C1C(C(OC1N2C=NC3=C2NC=NCC3O)CO)O. Cell line: NCI-H322M. Synergy scores: CSS=-0.497, Synergy_ZIP=0.182, Synergy_Bliss=-0.575, Synergy_Loewe=0.122, Synergy_HSA=-1.43. (2) Drug 1: CC(CN1CC(=O)NC(=O)C1)N2CC(=O)NC(=O)C2. Drug 2: C1=NC2=C(N1)C(=S)N=CN2. Cell line: A549. Synergy scores: CSS=32.2, Synergy_ZIP=-5.78, Synergy_Bliss=-5.08, Synergy_Loewe=-1.91, Synergy_HSA=-0.0552. (3) Drug 1: CS(=O)(=O)C1=CC(=C(C=C1)C(=O)NC2=CC(=C(C=C2)Cl)C3=CC=CC=N3)Cl. Drug 2: COC1=CC(=CC(=C1O)OC)C2C3C(COC3=O)C(C4=CC5=C(C=C24)OCO5)OC6C(C(C7C(O6)COC(O7)C8=CC=CS8)O)O. Cell line: KM12. Synergy scores: CSS=37.3, Synergy_ZIP=-6.92, Synergy_Bliss=-2.17, Synergy_Loewe=-8.48, Synergy_HSA=2.91. (4) Drug 1: C1=CC(=CC=C1CCC2=CNC3=C2C(=O)NC(=N3)N)C(=O)NC(CCC(=O)O)C(=O)O. Drug 2: C(CC(=O)O)C(=O)CN.Cl. Cell line: SNB-75. Synergy scores: CSS=14.1, Synergy_ZIP=-2.46, Synergy_Bliss=-4.10, Synergy_Loewe=-2.14, Synergy_HSA=-0.640. (5) Cell line: NCI/ADR-RES. Drug 1: CC1OCC2C(O1)C(C(C(O2)OC3C4COC(=O)C4C(C5=CC6=C(C=C35)OCO6)C7=CC(=C(C(=C7)OC)O)OC)O)O. Synergy scores: CSS=-1.27, Synergy_ZIP=-0.557, Synergy_Bliss=-3.58, Synergy_Loewe=-8.91, Synergy_HSA=-3.96. Drug 2: CC1CCC2CC(C(=CC=CC=CC(CC(C(=O)C(C(C(=CC(C(=O)CC(OC(=O)C3CCCCN3C(=O)C(=O)C1(O2)O)C(C)CC4CCC(C(C4)OC)O)C)C)O)OC)C)C)C)OC. (6) Drug 1: CN(CC1=CN=C2C(=N1)C(=NC(=N2)N)N)C3=CC=C(C=C3)C(=O)NC(CCC(=O)O)C(=O)O. Drug 2: COC1=C2C(=CC3=C1OC=C3)C=CC(=O)O2. Cell line: CCRF-CEM. Synergy scores: CSS=40.8, Synergy_ZIP=4.91, Synergy_Bliss=-2.28, Synergy_Loewe=-24.8, Synergy_HSA=-3.45. (7) Drug 1: CCC1=CC2CC(C3=C(CN(C2)C1)C4=CC=CC=C4N3)(C5=C(C=C6C(=C5)C78CCN9C7C(C=CC9)(C(C(C8N6C)(C(=O)OC)O)OC(=O)C)CC)OC)C(=O)OC.C(C(C(=O)O)O)(C(=O)O)O. Drug 2: CC1=CC=C(C=C1)C2=CC(=NN2C3=CC=C(C=C3)S(=O)(=O)N)C(F)(F)F. Cell line: SF-539. Synergy scores: CSS=26.0, Synergy_ZIP=-1.63, Synergy_Bliss=-2.73, Synergy_Loewe=-22.4, Synergy_HSA=-0.696.